From a dataset of Peptide-MHC class II binding affinity with 134,281 pairs from IEDB. Regression. Given a peptide amino acid sequence and an MHC pseudo amino acid sequence, predict their binding affinity value. This is MHC class II binding data. The peptide sequence is KVFIDTIPNIMFFST. The MHC is DRB1_0404 with pseudo-sequence DRB1_0404. The binding affinity (normalized) is 0.739.